Task: Predict the product of the given reaction.. Dataset: Forward reaction prediction with 1.9M reactions from USPTO patents (1976-2016) (1) Given the reactants [Cl:1][C:2]1[CH:7]=[C:6]([Cl:8])[N:5]=[C:4](SC)[N:3]=1.Cl[C:12]1C=CC=C(C(OO)=O)C=1.[O-:22][S:23]([O-:26])(=S)=O.[Na+].[Na+].C([O-])(O)=O.[Na+].C(=O)(O)[O-].[Na+], predict the reaction product. The product is: [Cl:1][C:2]1[CH:7]=[C:6]([Cl:8])[N:5]=[C:4]([S:23]([CH3:12])(=[O:26])=[O:22])[N:3]=1. (2) Given the reactants [CH:1]1[C:13]2[C:12](=[CH:14][C:15]([NH:17][CH2:18][CH2:19][CH2:20][CH2:21][CH2:22][C:23](O)=[O:24])=[O:16])[C:11]3[C:6](=[CH:7][CH:8]=[CH:9][CH:10]=3)[C:5]=2[CH:4]=[CH:3][CH:2]=1.Cl.C(N=C=NCCCN(C)C)C.OC1C2N=NNC=2C=CC=1.C(N(CC)CC)C.[CH3:55][C:56]1[CH:61]=[CH:60][C:59]([NH2:62])=[C:58]([NH2:63])[CH:57]=1, predict the reaction product. The product is: [CH:10]1[C:11]2[C:12](=[CH:14][C:15]([NH:17][CH2:18][CH2:19][CH2:20][CH2:21][CH2:22][C:23]([NH:62][C:59]3[CH:60]=[CH:61][C:56]([CH3:55])=[CH:57][C:58]=3[NH2:63])=[O:24])=[O:16])[C:13]3[C:5](=[CH:4][CH:3]=[CH:2][CH:1]=3)[C:6]=2[CH:7]=[CH:8][CH:9]=1. (3) Given the reactants Cl[C:2]1[CH:11]=[CH:10][C:5]([C:6]([O:8][CH3:9])=[O:7])=[CH:4][C:3]=1[N+:12]([O-:14])=[O:13].[CH:15]1([NH2:21])[CH2:20][CH2:19][CH2:18][CH2:17][CH2:16]1.C(N(CC)CC)C, predict the reaction product. The product is: [CH:15]1([NH:21][C:2]2[CH:11]=[CH:10][C:5]([C:6]([O:8][CH3:9])=[O:7])=[CH:4][C:3]=2[N+:12]([O-:14])=[O:13])[CH2:20][CH2:19][CH2:18][CH2:17][CH2:16]1.